This data is from Forward reaction prediction with 1.9M reactions from USPTO patents (1976-2016). The task is: Predict the product of the given reaction. (1) Given the reactants [CH3:1][N:2]1[C:6]([C:7]2[CH:8]=[C:9]([N+:13]([O-])=O)[CH:10]=[CH:11][CH:12]=2)=[CH:5][N:4]=[C:3]1[CH3:16], predict the reaction product. The product is: [CH3:1][N:2]1[C:6]([C:7]2[CH:8]=[C:9]([CH:10]=[CH:11][CH:12]=2)[NH2:13])=[CH:5][N:4]=[C:3]1[CH3:16]. (2) Given the reactants Cl[C:2]1[CH:3]=[C:4]([NH:11][C:12]2[CH:17]=[CH:16][CH:15]=[C:14]([N:18]3[CH2:22][CH2:21][CH2:20][C@@H:19]3[CH3:23])[N:13]=2)[C:5]2[N:6]([CH:8]=[CH:9][N:10]=2)[N:7]=1.CC1(C)C(C)(C)OB([C:32]2[CH:33]=[C:34]([CH:39]=[CH:40][CH:41]=2)[C:35]([O:37]C)=[O:36])O1.CC(C1C=C(C(C)C)C(C2C=CC=CC=2P(C2CCCCC2)C2CCCCC2)=C(C(C)C)C=1)C.C([O-])([O-])=O.[Na+].[Na+], predict the reaction product. The product is: [CH3:23][C@H:19]1[CH2:20][CH2:21][CH2:22][N:18]1[C:14]1[N:13]=[C:12]([NH:11][C:4]2[C:5]3[N:6]([CH:8]=[CH:9][N:10]=3)[N:7]=[C:2]([C:32]3[CH:33]=[C:34]([CH:39]=[CH:40][CH:41]=3)[C:35]([OH:37])=[O:36])[CH:3]=2)[CH:17]=[CH:16][CH:15]=1.